This data is from Peptide-MHC class I binding affinity with 185,985 pairs from IEDB/IMGT. The task is: Regression. Given a peptide amino acid sequence and an MHC pseudo amino acid sequence, predict their binding affinity value. This is MHC class I binding data. (1) The binding affinity (normalized) is 0.0847. The MHC is HLA-A24:03 with pseudo-sequence HLA-A24:03. The peptide sequence is ASDDLEHWQ. (2) The peptide sequence is GLSSGFYFEI. The binding affinity (normalized) is 0.384. The MHC is HLA-A02:03 with pseudo-sequence HLA-A02:03. (3) The peptide sequence is TEYDDHINLY. The MHC is HLA-B40:01 with pseudo-sequence HLA-B40:01. The binding affinity (normalized) is 0.252. (4) The peptide sequence is FPTQADAIG. The MHC is HLA-A02:12 with pseudo-sequence HLA-A02:12. The binding affinity (normalized) is 0.0847. (5) The peptide sequence is VLIALSVLA. The MHC is HLA-A02:06 with pseudo-sequence HLA-A02:06. The binding affinity (normalized) is 0.231. (6) The peptide sequence is VVPYEPPEV. The MHC is HLA-A69:01 with pseudo-sequence HLA-A69:01. The binding affinity (normalized) is 0.0847. (7) The peptide sequence is PSSAQTFFY. The MHC is HLA-A26:01 with pseudo-sequence HLA-A26:01. The binding affinity (normalized) is 0.00874. (8) The peptide sequence is TSEHGGRAY. The MHC is HLA-B15:09 with pseudo-sequence HLA-B15:09. The binding affinity (normalized) is 0.0847. (9) The peptide sequence is QSHPILNMI. The MHC is Mamu-A01 with pseudo-sequence Mamu-A01. The binding affinity (normalized) is 0.151.